Dataset: Catalyst prediction with 721,799 reactions and 888 catalyst types from USPTO. Task: Predict which catalyst facilitates the given reaction. (1) Reactant: [CH2:1]([O:3][C:4](=[O:15])[C:5]([NH:7][CH2:8][C:9](=[O:14])[C:10]([CH3:13])([CH3:12])[CH3:11])=O)[CH3:2].P(Cl)(Cl)(Cl)=O. Product: [C:10]([C:9]1[O:14][C:5]([C:4]([O:3][CH2:1][CH3:2])=[O:15])=[N:7][CH:8]=1)([CH3:13])([CH3:12])[CH3:11]. The catalyst class is: 11. (2) Reactant: [CH2:1](O)[CH2:2]CCO.C(O[Si](C)(C)C)(C)C.[Cl:15][C:16]1[CH:21]=[C:20]([F:22])[CH:19]=[CH:18][C:17]=1[NH:23][S:24]([CH:27]1[C:32]([C:33]([O:35][CH2:36][CH3:37])=[O:34])=[CH:31][C:30]([O:40][CH3:41])([O:38][CH3:39])[CH2:29][CH2:28]1)(=[O:26])=[O:25].FC(F)(F)S(O[Si](C)(C)C)(=O)=O.C(=O)([O-])O.[Na+]. Product: [Cl:15][C:16]1[CH:21]=[C:20]([F:22])[CH:19]=[CH:18][C:17]=1[NH:23][S:24]([CH:27]1[CH2:28][CH2:29][C:30]2([O:38][CH2:39][CH2:2][CH2:1][CH2:41][O:40]2)[CH:31]=[C:32]1[C:33]([O:35][CH2:36][CH3:37])=[O:34])(=[O:25])=[O:26]. The catalyst class is: 4.